From a dataset of CYP1A2 inhibition data for predicting drug metabolism from PubChem BioAssay. Regression/Classification. Given a drug SMILES string, predict its absorption, distribution, metabolism, or excretion properties. Task type varies by dataset: regression for continuous measurements (e.g., permeability, clearance, half-life) or binary classification for categorical outcomes (e.g., BBB penetration, CYP inhibition). Dataset: cyp1a2_veith. (1) The drug is CC(C)CNc1nc2ncnc(N)c2[nH]1. The result is 0 (non-inhibitor). (2) The compound is CCOC(=O)N/N=C1/C[C@@H](O)[C@@H](O)[C@H]2[C@@H]1CC[C@@H]1C(=O)N(Cc3ccc4c(c3)OCO4)C(=O)[C@H]12. The result is 0 (non-inhibitor). (3) The compound is CCc1cc2c(=O)n(CCO)c(CC)nc2s1. The result is 1 (inhibitor). (4) The molecule is Cc1cc(C(=O)CSc2nnc(-c3ccc(Cl)cc3)n2C)c(C)n1CC1CCCO1. The result is 0 (non-inhibitor). (5) The molecule is CCN1CCN(c2nc(-c3ccccn3)nc3ccccc23)CC1. The result is 1 (inhibitor). (6) The molecule is O=C(CSc1nnc2c3ccccc3c3ccccc3c2n1)Nc1ccccc1F. The result is 1 (inhibitor).